Dataset: Full USPTO retrosynthesis dataset with 1.9M reactions from patents (1976-2016). Task: Predict the reactants needed to synthesize the given product. (1) Given the product [ClH:46].[NH2:10][C:11]1[C:16]([F:17])=[CH:15][C:14]([CH2:18][C@H:19]2[C@H:24]([OH:25])[C@@H:23]([NH:26][CH2:27][C:28]3[CH:33]=[CH:32][CH:31]=[C:30]([C:34]([CH3:37])([CH3:36])[CH3:35])[CH:29]=3)[CH2:22][S:21](=[NH:39])(=[O:38])[CH2:20]2)=[CH:13][C:12]=1[CH2:40][CH2:41][CH2:42][CH3:43], predict the reactants needed to synthesize it. The reactants are: C(OC(=O)[NH:10][C:11]1[C:16]([F:17])=[CH:15][C:14]([CH2:18][C@H:19]2[C@H:24]([OH:25])[C@@H:23]([NH:26][CH2:27][C:28]3[CH:33]=[CH:32][CH:31]=[C:30]([C:34]([CH3:37])([CH3:36])[CH3:35])[CH:29]=3)[CH2:22][S:21](=[NH:39])(=[O:38])[CH2:20]2)=[CH:13][C:12]=1[CH2:40][CH2:41][CH2:42][CH3:43])C1C=CC=CC=1.C(Cl)[Cl:46].CO. (2) The reactants are: Br[C:2]1[C:3]([F:16])=[C:4]([C:9]2[CH:13]=[CH:12][S:11][C:10]=2[C:14]#[N:15])[C:5]([F:8])=[CH:6][CH:7]=1.[B:17]1([B:17]2[O:21][C:20]([CH3:23])([CH3:22])[C:19]([CH3:25])([CH3:24])[O:18]2)[O:21][C:20]([CH3:23])([CH3:22])[C:19]([CH3:25])([CH3:24])[O:18]1. Given the product [F:16][C:3]1[C:2]([B:17]2[O:21][C:20]([CH3:23])([CH3:22])[C:19]([CH3:25])([CH3:24])[O:18]2)=[CH:7][CH:6]=[C:5]([F:8])[C:4]=1[C:9]1[CH:13]=[CH:12][S:11][C:10]=1[C:14]#[N:15], predict the reactants needed to synthesize it. (3) Given the product [CH2:2]([O:1][C:8]1[CH:9]=[CH:10][C:11]([CH2:14][C:15]([NH:53][C:50]2[CH:51]=[C:52]3[C:47](=[CH:48][CH:49]=2)[NH:46][N:45]=[C:44]3[C:40]2[O:39][CH:43]=[CH:42][N:41]=2)=[O:17])=[CH:12][CH:13]=1)[C:7]1[CH:6]=[CH:5][CH:4]=[CH:3][CH:18]=1, predict the reactants needed to synthesize it. The reactants are: [O:1]([C:8]1[CH:13]=[CH:12][C:11]([CH2:14][C:15]([OH:17])=O)=[CH:10][CH:9]=1)[C:2]1[CH:7]=[CH:6][CH:5]=[CH:4][CH:3]=1.[CH2:18](Cl)CCl.C1C=CC2N(O)N=NC=2C=1.CCN(CC)CC.[O:39]1[CH:43]=[CH:42][N:41]=[C:40]1[C:44]1[C:52]2[C:47](=[CH:48][CH:49]=[C:50]([NH2:53])[CH:51]=2)[NH:46][N:45]=1. (4) Given the product [Cl:1][C:2]1[CH:10]=[CH:9][CH:8]=[CH:7][C:3]=1[C:4]([NH:20][CH2:19][CH:18]([C:15]1[CH:16]=[CH:17][C:12]([F:11])=[CH:13][CH:14]=1)[C:21]1[CH:22]=[N:23][C:24]([C:27]([F:29])([F:30])[F:28])=[N:25][CH:26]=1)=[O:6], predict the reactants needed to synthesize it. The reactants are: [Cl:1][C:2]1[CH:10]=[CH:9][CH:8]=[CH:7][C:3]=1[C:4]([OH:6])=O.[F:11][C:12]1[CH:17]=[CH:16][C:15]([CH:18]([C:21]2[CH:22]=[N:23][C:24]([C:27]([F:30])([F:29])[F:28])=[N:25][CH:26]=2)[CH2:19][NH2:20])=[CH:14][CH:13]=1. (5) Given the product [C:32]([O:31][C:29](=[O:30])[C@@H:12]([NH:11][S:10]([C:5]1[CH:6]=[CH:7][CH:8]=[CH:9][C:4]=1[C:3](=[O:38])[NH:39][C:40]1[NH:45][CH2:44][CH2:43][CH2:42][N:41]=1)(=[O:37])=[O:36])[CH2:13][NH:14][C:15](=[O:28])[C:16]1[CH:21]=[CH:20][C:19]([CH2:22][CH2:23][C:24](=[O:25])[NH:39][C:40]2[NH:45][CH2:44][CH2:43][CH2:42][N:41]=2)=[CH:18][CH:17]=1)([CH3:35])([CH3:34])[CH3:33], predict the reactants needed to synthesize it. The reactants are: CO[C:3](=[O:38])[C:4]1[CH:9]=[CH:8][CH:7]=[CH:6][C:5]=1[S:10](=[O:37])(=[O:36])[NH:11][C@H:12]([C:29]([O:31][C:32]([CH3:35])([CH3:34])[CH3:33])=[O:30])[CH2:13][NH:14][C:15](=[O:28])[C:16]1[CH:21]=[CH:20][C:19]([CH2:22][CH2:23][C:24](OC)=[O:25])=[CH:18][CH:17]=1.[NH2:39][C:40]1[NH:41][CH2:42][CH2:43][CH2:44][N:45]=1. (6) Given the product [F:1][C:2]1[CH:7]=[CH:6][C:5]([CH:8]([CH2:9][CH3:10])[CH2:11][C@:17]([OH:23])([C:16]([F:24])([F:25])[F:15])[C:18]([O:20][CH2:21][CH3:22])=[O:19])=[C:4]([O:12][CH3:13])[C:3]=1[CH3:14], predict the reactants needed to synthesize it. The reactants are: [F:1][C:2]1[C:3]([CH3:14])=[C:4]([O:12][CH3:13])[C:5]([C:8](=[CH2:11])[CH2:9][CH3:10])=[CH:6][CH:7]=1.[F:15][C:16]([F:25])([F:24])[C:17](=[O:23])[C:18]([O:20][CH2:21][CH3:22])=[O:19]. (7) Given the product [Br:1][C:2]1[CH:3]=[C:4]2[C:8](=[CH:9][CH:10]=1)[C@@H:7]([N:11]1[C:15]3=[N:16][C:17]([CH2:21][C:22]([NH:24][NH:25][C:37](=[O:40])[CH2:38][CH3:39])=[O:23])=[CH:18][C:19]([CH3:20])=[C:14]3[N:13]=[C:12]1[CH2:26][CH3:27])[CH2:6][CH2:5]2, predict the reactants needed to synthesize it. The reactants are: [Br:1][C:2]1[CH:3]=[C:4]2[C:8](=[CH:9][CH:10]=1)[C@@H:7]([N:11]1[C:15]3=[N:16][C:17]([CH2:21][C:22]([NH:24][NH2:25])=[O:23])=[CH:18][C:19]([CH3:20])=[C:14]3[N:13]=[C:12]1[CH2:26][CH3:27])[CH2:6][CH2:5]2.CCN(C(C)C)C(C)C.[C:37](Cl)(=[O:40])[CH2:38][CH3:39].